This data is from Catalyst prediction with 721,799 reactions and 888 catalyst types from USPTO. The task is: Predict which catalyst facilitates the given reaction. (1) Reactant: C1(P(C2C=CC=CC=2)C2C=CC=CC=2)C=CC=CC=1.[Cl:20]N1C(=O)CCC1=O.[F:28][C:29]1[CH:34]=[C:33]([F:35])[CH:32]=[CH:31][C:30]=1[C:36]1[C:45]2[C:40](=[CH:41][C:42]([F:46])=[CH:43][CH:44]=2)[NH:39][C:38](=O)[N:37]=1. Product: [Cl:20][C:38]1[N:37]=[C:36]([C:30]2[CH:31]=[CH:32][C:33]([F:35])=[CH:34][C:29]=2[F:28])[C:45]2[C:40](=[CH:41][C:42]([F:46])=[CH:43][CH:44]=2)[N:39]=1. The catalyst class is: 12. (2) Reactant: C([O:3][C:4](=[O:41])[CH:5]([NH:24][C:25]1[CH:30]=[CH:29][C:28]([C:31]([NH:33][C:34]([O:36][C:37]([CH3:40])([CH3:39])[CH3:38])=[O:35])=[NH:32])=[CH:27][CH:26]=1)[C:6]1[CH:11]=[C:10]([O:12][CH2:13][CH3:14])[CH:9]=[C:8]([O:15][CH:16]2[CH2:21][CH2:20][N:19]([CH3:22])[CH2:18][CH2:17]2)[C:7]=1[F:23])C.[Na].Cl. Product: [C:37]([O:36][C:34]([NH:33][C:31](=[NH:32])[C:28]1[CH:29]=[CH:30][C:25]([NH:24][CH:5]([C:6]2[CH:11]=[C:10]([O:12][CH2:13][CH3:14])[CH:9]=[C:8]([O:15][CH:16]3[CH2:17][CH2:18][N:19]([CH3:22])[CH2:20][CH2:21]3)[C:7]=2[F:23])[C:4]([OH:41])=[O:3])=[CH:26][CH:27]=1)=[O:35])([CH3:39])([CH3:38])[CH3:40]. The catalyst class is: 8. (3) Reactant: Cl[C:2]1[N:7]=[C:6]([NH:8][C@@H:9]2[CH2:13][CH2:12][O:11][CH2:10]2)[C:5]([CH3:14])=[C:4]([Cl:15])[N:3]=1.C([O-])([O-])=O.[Na+].[Na+].[OH:22][C:23]1[CH:24]=[C:25](B(O)O)[CH:26]=[CH:27][CH:28]=1. Product: [Cl:15][C:4]1[C:5]([CH3:14])=[C:6]([NH:8][C@@H:9]2[CH2:13][CH2:12][O:11][CH2:10]2)[N:7]=[C:2]([C:27]2[CH:28]=[C:23]([OH:22])[CH:24]=[CH:25][CH:26]=2)[N:3]=1. The catalyst class is: 70. (4) Reactant: [CH2:1]([OH:8])[C:2]#[C:3][CH2:4][CH2:5][CH2:6][CH3:7].C([O:12][CH:13]1[CH:18]([N:19]([CH3:21])[CH3:20])[CH2:17][CH:16]([CH3:22])[O:15][CH:14]1F)(=O)C.B(F)(F)F.CCOCC.CO. Product: [CH3:21][N:19]([CH3:20])[CH:18]1[CH2:17][CH:16]([CH3:22])[O:15][CH:14]([O:8][CH2:1][C:2]#[C:3][CH2:4][CH2:5][CH2:6][CH3:7])[CH:13]1[OH:12]. The catalyst class is: 2. (5) Reactant: C([O:8][C:9]1[CH:14]=[C:13]([N+:15]([O-])=O)[CH:12]=[CH:11][C:10]=1[C:18]1[O:19][C@@H:20]([CH3:28])[C@@H:21]([C:23]([NH:25][CH2:26][CH3:27])=[O:24])[N:22]=1)C1C=CC=CC=1. Product: [NH2:15][C:13]1[CH:12]=[CH:11][C:10]([C:18]2[O:19][C@@H:20]([CH3:28])[C@@H:21]([C:23]([NH:25][CH2:26][CH3:27])=[O:24])[N:22]=2)=[C:9]([OH:8])[CH:14]=1. The catalyst class is: 50. (6) Reactant: Br[C@@H:2]1[C@@H:8]([OH:9])[CH2:7][CH2:6][CH2:5][CH2:4][C@H:3]1[N:10]1[C:18](=[O:19])[C:17]2[C:12](=[CH:13][CH:14]=[CH:15][CH:16]=2)[C:11]1=[O:20].C([SnH](CCCC)CCCC)CCC.N(C(C)(C)C#N)=NC(C)(C)C#N. Product: [OH:9][C@H:8]1[CH2:7][CH2:6][CH2:5][CH2:4][C@@H:3]([N:10]2[C:11](=[O:20])[C:12]3[C:17](=[CH:16][CH:15]=[CH:14][CH:13]=3)[C:18]2=[O:19])[CH2:2]1. The catalyst class is: 224. (7) Reactant: S(Cl)([Cl:3])=O.CN(C)C=O.[F:10][C:11]([F:27])([F:26])[C:12]1[CH:17]=[CH:16][C:15]([C:18]2[CH:19]=[C:20]([CH2:24]O)[CH:21]=[N:22][CH:23]=2)=[CH:14][CH:13]=1. Product: [Cl:3][CH2:24][C:20]1[CH:21]=[N:22][CH:23]=[C:18]([C:15]2[CH:16]=[CH:17][C:12]([C:11]([F:27])([F:26])[F:10])=[CH:13][CH:14]=2)[CH:19]=1. The catalyst class is: 4. (8) Reactant: [CH:1]([C:3]1[CH:30]=[CH:29][C:6]2[N:7]([CH2:24][C:25]([OH:28])([CH3:27])[CH3:26])[C:8]([NH:10][C:11]([C:13]3[S:14][C:15]([C:18]4[O:22][C:21]([CH3:23])=[N:20][CH:19]=4)=[CH:16][CH:17]=3)=[O:12])=[N:9][C:5]=2[CH:4]=1)=O.[NH2:31][C:32]1[CH:37]=[CH:36][CH:35]=[CH:34][CH:33]=1.C(=O)C1C=CC=CC=1. Product: [OH:28][C:25]([CH3:26])([CH3:27])[CH2:24][N:7]1[C:6]2[CH:29]=[CH:30][C:3]([CH2:1][NH:31][C:32]3[CH:37]=[CH:36][CH:35]=[CH:34][CH:33]=3)=[CH:4][C:5]=2[N:9]=[C:8]1[NH:10][C:11]([C:13]1[S:14][C:15]([C:18]2[O:22][C:21]([CH3:23])=[N:20][CH:19]=2)=[CH:16][CH:17]=1)=[O:12]. The catalyst class is: 1.